Dataset: NCI-60 drug combinations with 297,098 pairs across 59 cell lines. Task: Regression. Given two drug SMILES strings and cell line genomic features, predict the synergy score measuring deviation from expected non-interaction effect. (1) Drug 1: CCC1(CC2CC(C3=C(CCN(C2)C1)C4=CC=CC=C4N3)(C5=C(C=C6C(=C5)C78CCN9C7C(C=CC9)(C(C(C8N6C)(C(=O)OC)O)OC(=O)C)CC)OC)C(=O)OC)O.OS(=O)(=O)O. Drug 2: C1CCC(C(C1)N)N.C(=O)(C(=O)[O-])[O-].[Pt+4]. Cell line: EKVX. Synergy scores: CSS=2.33, Synergy_ZIP=-1.97, Synergy_Bliss=-1.41, Synergy_Loewe=-1.78, Synergy_HSA=-0.442. (2) Drug 1: C1CC(C1)(C(=O)O)C(=O)O.[NH2-].[NH2-].[Pt+2]. Drug 2: CN(CCCl)CCCl.Cl. Cell line: CAKI-1. Synergy scores: CSS=-3.98, Synergy_ZIP=-2.56, Synergy_Bliss=-3.94, Synergy_Loewe=-23.7, Synergy_HSA=-10.3. (3) Cell line: K-562. Drug 2: C1CN(CCN1C(=O)CCBr)C(=O)CCBr. Synergy scores: CSS=11.5, Synergy_ZIP=1.53, Synergy_Bliss=6.57, Synergy_Loewe=-3.94, Synergy_HSA=4.87. Drug 1: CC1=CC2C(CCC3(C2CCC3(C(=O)C)OC(=O)C)C)C4(C1=CC(=O)CC4)C. (4) Drug 1: CN1CCC(CC1)COC2=C(C=C3C(=C2)N=CN=C3NC4=C(C=C(C=C4)Br)F)OC. Drug 2: CC1=C(C(CCC1)(C)C)C=CC(=CC=CC(=CC(=O)O)C)C. Cell line: SR. Synergy scores: CSS=2.56, Synergy_ZIP=5.00, Synergy_Bliss=6.40, Synergy_Loewe=3.68, Synergy_HSA=2.23. (5) Drug 1: CC1C(C(CC(O1)OC2CC(CC3=C2C(=C4C(=C3O)C(=O)C5=C(C4=O)C(=CC=C5)OC)O)(C(=O)C)O)N)O.Cl. Drug 2: C1CN1P(=S)(N2CC2)N3CC3. Cell line: IGROV1. Synergy scores: CSS=36.2, Synergy_ZIP=-3.45, Synergy_Bliss=5.37, Synergy_Loewe=-8.34, Synergy_HSA=8.01. (6) Drug 1: CCC1=CC2CC(C3=C(CN(C2)C1)C4=CC=CC=C4N3)(C5=C(C=C6C(=C5)C78CCN9C7C(C=CC9)(C(C(C8N6C)(C(=O)OC)O)OC(=O)C)CC)OC)C(=O)OC.C(C(C(=O)O)O)(C(=O)O)O. Drug 2: CS(=O)(=O)OCCCCOS(=O)(=O)C. Cell line: A549. Synergy scores: CSS=44.7, Synergy_ZIP=-3.98, Synergy_Bliss=1.26, Synergy_Loewe=-25.5, Synergy_HSA=1.72. (7) Drug 1: CCC1(CC2CC(C3=C(CCN(C2)C1)C4=CC=CC=C4N3)(C5=C(C=C6C(=C5)C78CCN9C7C(C=CC9)(C(C(C8N6C)(C(=O)OC)O)OC(=O)C)CC)OC)C(=O)OC)O.OS(=O)(=O)O. Drug 2: CC1=C2C(C(=O)C3(C(CC4C(C3C(C(C2(C)C)(CC1OC(=O)C(C(C5=CC=CC=C5)NC(=O)OC(C)(C)C)O)O)OC(=O)C6=CC=CC=C6)(CO4)OC(=O)C)O)C)O. Cell line: A498. Synergy scores: CSS=-3.02, Synergy_ZIP=1.41, Synergy_Bliss=1.49, Synergy_Loewe=-2.28, Synergy_HSA=-1.97. (8) Drug 1: CC1C(C(CC(O1)OC2CC(CC3=C2C(=C4C(=C3O)C(=O)C5=C(C4=O)C(=CC=C5)OC)O)(C(=O)CO)O)N)O.Cl. Drug 2: CC1=C(C(=O)C2=C(C1=O)N3CC4C(C3(C2COC(=O)N)OC)N4)N. Cell line: M14. Synergy scores: CSS=50.2, Synergy_ZIP=-5.68, Synergy_Bliss=-6.43, Synergy_Loewe=-25.4, Synergy_HSA=-5.36. (9) Drug 1: C1=CC(=CC=C1CCC2=CNC3=C2C(=O)NC(=N3)N)C(=O)NC(CCC(=O)O)C(=O)O. Drug 2: B(C(CC(C)C)NC(=O)C(CC1=CC=CC=C1)NC(=O)C2=NC=CN=C2)(O)O. Cell line: U251. Synergy scores: CSS=26.3, Synergy_ZIP=-3.10, Synergy_Bliss=-8.27, Synergy_Loewe=-3.70, Synergy_HSA=-4.88. (10) Drug 1: CC1=C(C=C(C=C1)NC2=NC=CC(=N2)N(C)C3=CC4=NN(C(=C4C=C3)C)C)S(=O)(=O)N.Cl. Drug 2: CCC1=CC2CC(C3=C(CN(C2)C1)C4=CC=CC=C4N3)(C5=C(C=C6C(=C5)C78CCN9C7C(C=CC9)(C(C(C8N6C)(C(=O)OC)O)OC(=O)C)CC)OC)C(=O)OC.C(C(C(=O)O)O)(C(=O)O)O. Cell line: SK-MEL-28. Synergy scores: CSS=32.8, Synergy_ZIP=2.53, Synergy_Bliss=3.39, Synergy_Loewe=-30.6, Synergy_HSA=1.15.